This data is from Forward reaction prediction with 1.9M reactions from USPTO patents (1976-2016). The task is: Predict the product of the given reaction. (1) Given the reactants [Br:1][C:2]1[CH:3]=[C:4]2[C:8](=[CH:9][CH:10]=1)[NH:7][C:6](=[O:11])[CH2:5]2.[Cl:12][C:13]1[CH:18]=[CH:17][C:16]([S:19]([C:22]2[C:23]([CH2:30][CH2:31][C:32]([OH:34])=[O:33])=[C:24]([CH:28]=O)[NH:25][C:26]=2[CH3:27])(=[O:21])=[O:20])=[CH:15][CH:14]=1.N1CCCCC1, predict the reaction product. The product is: [Br:1][C:2]1[CH:3]=[C:4]2[C:8](=[CH:9][CH:10]=1)[NH:7][C:6](=[O:11])/[C:5]/2=[CH:28]\[C:24]1[NH:25][C:26]([CH3:27])=[C:22]([S:19]([C:16]2[CH:15]=[CH:14][C:13]([Cl:12])=[CH:18][CH:17]=2)(=[O:20])=[O:21])[C:23]=1[CH2:30][CH2:31][C:32]([OH:34])=[O:33]. (2) Given the reactants C([O:4][CH2:5][C:6]1[C:11]([CH3:12])=[C:10]([O:13][CH2:14][CH2:15][CH2:16][CH3:17])[CH:9]=[CH:8][N:7]=1)(=O)C.[OH-].[Na+], predict the reaction product. The product is: [OH:4][CH2:5][C:6]1[C:11]([CH3:12])=[C:10]([O:13][CH2:14][CH2:15][CH2:16][CH3:17])[CH:9]=[CH:8][N:7]=1. (3) Given the reactants [H-].[Al+3].[Li+].[H-].[H-].[H-].[CH3:7][C:8]1[NH:9][C:10]2[C:15]([C:16]=1[CH:17]1[CH2:21][C:20](=O)[NH:19][C:18]1=O)=[CH:14][CH:13]=[CH:12][CH:11]=2.C(OCC)(=O)C.[OH-].[Na+], predict the reaction product. The product is: [CH3:7][C:8]1[NH:9][C:10]2[C:15]([C:16]=1[CH:17]1[CH2:21][CH2:20][NH:19][CH2:18]1)=[CH:14][CH:13]=[CH:12][CH:11]=2. (4) Given the reactants [Cl:1][C:2]1[C:7]([Cl:8])=[CH:6][CH:5]=[CH:4][C:3]=1[S:9](Cl)(=[O:11])=[O:10].[CH3:13][O:14][C:15]([C:17]1[C:22]([NH2:23])=[N:21][CH:20]=[CH:19][N:18]=1)=[O:16].[H-].[Na+], predict the reaction product. The product is: [Cl:1][C:2]1[C:7]([Cl:8])=[CH:6][CH:5]=[CH:4][C:3]=1[S:9]([NH:23][C:22]1[C:17]([C:15]([O:14][CH3:13])=[O:16])=[N:18][CH:19]=[CH:20][N:21]=1)(=[O:11])=[O:10]. (5) Given the reactants [NH2:1][C:2]1[S:3][C:4]2[C:9]([NH:10][C@H:11]([CH3:14])[CH2:12][OH:13])=[N:8][C:7]([SH:15])=[N:6][C:5]=2[N:16]=1.[Cl:17][C:18]1[S:22][N:21]=[N:20][C:19]=1CCl, predict the reaction product. The product is: [NH2:1][C:2]1[S:3][C:4]2[C:9]([NH:10][C@H:11]([CH3:14])[CH2:12][OH:13])=[N:8][C:7]([S:15][C:19]3[N:20]=[N:21][S:22][C:18]=3[Cl:17])=[N:6][C:5]=2[N:16]=1.